From a dataset of NCI-60 drug combinations with 297,098 pairs across 59 cell lines. Regression. Given two drug SMILES strings and cell line genomic features, predict the synergy score measuring deviation from expected non-interaction effect. (1) Drug 1: CCCS(=O)(=O)NC1=C(C(=C(C=C1)F)C(=O)C2=CNC3=C2C=C(C=N3)C4=CC=C(C=C4)Cl)F. Drug 2: CC1=C(C(CCC1)(C)C)C=CC(=CC=CC(=CC(=O)O)C)C. Cell line: DU-145. Synergy scores: CSS=-5.93, Synergy_ZIP=1.31, Synergy_Bliss=-1.77, Synergy_Loewe=-3.51, Synergy_HSA=-4.88. (2) Drug 1: CN(CCCl)CCCl.Cl. Drug 2: CC(C)CN1C=NC2=C1C3=CC=CC=C3N=C2N. Cell line: MOLT-4. Synergy scores: CSS=47.7, Synergy_ZIP=5.26, Synergy_Bliss=4.81, Synergy_Loewe=1.38, Synergy_HSA=2.43. (3) Drug 1: CCC1(CC2CC(C3=C(CCN(C2)C1)C4=CC=CC=C4N3)(C5=C(C=C6C(=C5)C78CCN9C7C(C=CC9)(C(C(C8N6C)(C(=O)OC)O)OC(=O)C)CC)OC)C(=O)OC)O.OS(=O)(=O)O. Drug 2: COC1=NC(=NC2=C1N=CN2C3C(C(C(O3)CO)O)O)N. Cell line: EKVX. Synergy scores: CSS=-2.58, Synergy_ZIP=0.140, Synergy_Bliss=-2.12, Synergy_Loewe=-3.75, Synergy_HSA=-3.36. (4) Drug 1: CN(CC1=CN=C2C(=N1)C(=NC(=N2)N)N)C3=CC=C(C=C3)C(=O)NC(CCC(=O)O)C(=O)O. Drug 2: CS(=O)(=O)OCCCCOS(=O)(=O)C. Cell line: OVCAR-5. Synergy scores: CSS=32.2, Synergy_ZIP=-5.26, Synergy_Bliss=-6.93, Synergy_Loewe=-4.62, Synergy_HSA=-3.67. (5) Drug 1: C1=NC2=C(N1)C(=S)N=CN2. Drug 2: CC1=C(C=C(C=C1)C(=O)NC2=CC(=CC(=C2)C(F)(F)F)N3C=C(N=C3)C)NC4=NC=CC(=N4)C5=CN=CC=C5. Cell line: U251. Synergy scores: CSS=8.04, Synergy_ZIP=-5.03, Synergy_Bliss=-3.09, Synergy_Loewe=-0.0541, Synergy_HSA=0.0531. (6) Drug 1: C1CCC(C1)C(CC#N)N2C=C(C=N2)C3=C4C=CNC4=NC=N3. Drug 2: CN(C(=O)NC(C=O)C(C(C(CO)O)O)O)N=O. Cell line: A498. Synergy scores: CSS=-3.73, Synergy_ZIP=-0.0686, Synergy_Bliss=-3.91, Synergy_Loewe=-7.14, Synergy_HSA=-5.31. (7) Drug 1: CC1=C2C(C(=O)C3(C(CC4C(C3C(C(C2(C)C)(CC1OC(=O)C(C(C5=CC=CC=C5)NC(=O)OC(C)(C)C)O)O)OC(=O)C6=CC=CC=C6)(CO4)OC(=O)C)OC)C)OC. Drug 2: C1=NNC2=C1C(=O)NC=N2. Cell line: UO-31. Synergy scores: CSS=43.6, Synergy_ZIP=0.685, Synergy_Bliss=2.74, Synergy_Loewe=-7.58, Synergy_HSA=4.72.